Dataset: Full USPTO retrosynthesis dataset with 1.9M reactions from patents (1976-2016). Task: Predict the reactants needed to synthesize the given product. Given the product [C:16]([C:14]1[CH:15]=[C:10]([CH2:9][NH:5][C:6](=[O:8])[O:7][C:37]([CH3:36])([CH3:32])[CH3:38])[CH:11]=[C:12]([C:53]2[CH:54]=[CH:55][CH:56]=[C:51]([CH2:50][O:49][Si:48]([CH3:60])([CH3:61])[CH:45]([CH3:46])[CH3:47])[CH:52]=2)[CH:13]=1)#[N:17].[CH3:1][CH3:2], predict the reactants needed to synthesize it. The reactants are: [CH3:1][C:2]([N:5]([CH2:9][C:10]1[CH:15]=[C:14]([C:16]#[N:17])[CH:13]=[C:12](Br)[CH:11]=1)[C:6](=[O:8])[O-:7])(C)C.C1C=CC(P([C:32]2[CH:37]=[CH:36]C=CC=2)C2C=CC=CC=2)=CC=1.[C:38]([O-])([O-])=O.[K+].[K+].C[C:45]([Si:48]([CH3:61])([CH3:60])[O:49][CH2:50][C:51]1[CH:52]=[C:53](B(O)O)[CH:54]=[CH:55][CH:56]=1)([CH3:47])[CH3:46].